Task: Predict the reaction yield, written as a fraction of the theoretical maximum amount of product (1.0 means a 100% yield; for example, 0.34 means a 34% yield).. Dataset: Reaction yield outcomes from USPTO patents with 853,638 reactions (1) The reactants are [CH2:1]([O:8][CH2:9][C:10]1[CH:18]=[C:17]([O:19][CH2:20][O:21][CH3:22])[CH:16]=[C:15]([O:23][CH2:24][O:25][CH3:26])[C:11]=1[C:12]([OH:14])=[O:13])[C:2]1[CH:7]=[CH:6][CH:5]=[CH:4][CH:3]=1.[CH3:27][Si](C=[N+]=[N-])(C)C.CCCCCC.C(O)(=O)C. The catalyst is CO. The product is [CH3:27][O:13][C:12](=[O:14])[C:11]1[C:15]([O:23][CH2:24][O:25][CH3:26])=[CH:16][C:17]([O:19][CH2:20][O:21][CH3:22])=[CH:18][C:10]=1[CH2:9][O:8][CH2:1][C:2]1[CH:7]=[CH:6][CH:5]=[CH:4][CH:3]=1. The yield is 0.570. (2) The reactants are [Cl:1][C:2]1[CH:3]=[C:4](/[CH:9]=[CH:10]/[C:11]2[N:16]=[C:15](O)[CH:14]=[C:13]([CH3:18])[N:12]=2)[CH:5]=[CH:6][C:7]=1[Cl:8].O=P(Cl)(Cl)[Cl:21]. No catalyst specified. The product is [Cl:21][C:15]1[CH:14]=[C:13]([CH3:18])[N:12]=[C:11](/[CH:10]=[CH:9]/[C:4]2[CH:5]=[CH:6][C:7]([Cl:8])=[C:2]([Cl:1])[CH:3]=2)[N:16]=1. The yield is 0.580. (3) The reactants are C[N:2](C)[CH:3]=[CH:4][C:5]([C:7]1[C:12](=[O:13])[CH:11]=[CH:10][N:9]([C:14]2[CH:19]=[CH:18][CH:17]=[CH:16][C:15]=2[CH3:20])[N:8]=1)=O.[C:22]1([NH:28]N)[CH:27]=[CH:26][CH:25]=[CH:24][CH:23]=1. The catalyst is CO. The product is [CH3:20][C:15]1[CH:16]=[CH:17][CH:18]=[CH:19][C:14]=1[N:9]1[CH:10]=[CH:11][C:12](=[O:13])[C:7]([C:5]2[N:28]([C:22]3[CH:27]=[CH:26][CH:25]=[CH:24][CH:23]=3)[N:2]=[CH:3][CH:4]=2)=[N:8]1. The yield is 0.120.